From a dataset of Full USPTO retrosynthesis dataset with 1.9M reactions from patents (1976-2016). Predict the reactants needed to synthesize the given product. (1) Given the product [CH2:9]([O:8][C:7]1[C:2]2[NH:1][C:17]([C:19]3([NH2:34])[CH2:20][CH2:21][N:22]([C:25]4[C:26]5[CH:33]=[CH:32][NH:31][C:27]=5[N:28]=[CH:29][N:30]=4)[CH2:23][CH2:24]3)=[N:16][C:3]=2[CH:4]=[CH:5][CH:6]=1)[C:10]1[CH:15]=[CH:14][CH:13]=[CH:12][CH:11]=1, predict the reactants needed to synthesize it. The reactants are: [NH2:1][C:2]1[C:7]([O:8][CH2:9][C:10]2[CH:15]=[CH:14][CH:13]=[CH:12][CH:11]=2)=[CH:6][CH:5]=[CH:4][C:3]=1[NH:16][C:17]([C:19]1([NH:34]C(=O)OC(C)(C)C)[CH2:24][CH2:23][N:22]([C:25]2[C:26]3[CH:33]=[CH:32][NH:31][C:27]=3[N:28]=[CH:29][N:30]=2)[CH2:21][CH2:20]1)=O.NC1C=CC=C(OCC2C=CC=CC=2)C=1NC(C1(NC(=O)OC(C)(C)C)CCN(C2C3C=CNC=3N=CN=2)CC1)=O.Cl. (2) The reactants are: [Cl:1][C:2]1[CH:7]=[CH:6][N:5]=[C:4]([CH2:8][C:9]([C:11]2[CH:16]=[CH:15][C:14]([F:17])=[CH:13][CH:12]=2)=O)[CH:3]=1.Cl.[NH2:19][OH:20].[OH-].[Na+]. Given the product [Cl:1][C:2]1[CH:7]=[CH:6][N:5]=[C:4]([CH2:8][C:9]([C:11]2[CH:16]=[CH:15][C:14]([F:17])=[CH:13][CH:12]=2)=[N:19][OH:20])[CH:3]=1, predict the reactants needed to synthesize it. (3) The reactants are: C[Si](C)(C)CCOC[N:7]1[C:11]2[N:12]=[CH:13][N:14]=[C:15]([C:16]3[CH:17]=[N:18][N:19]([C@@H:21]4[CH2:26][CH2:25][C@H:24]([CH2:27][S:28][C:29]5[NH:30][C:31]([NH2:34])=[N:32][N:33]=5)[CH2:23][CH2:22]4)[CH:20]=3)[C:10]=2[CH:9]=[CH:8]1.CC#N.O. Given the product [N:12]1[C:11]2[NH:7][CH:8]=[CH:9][C:10]=2[C:15]([C:16]2[CH:17]=[N:18][N:19]([C@@H:21]3[CH2:26][CH2:25][C@H:24]([CH2:27][S:28][C:29]4[NH:30][C:31]([NH2:34])=[N:32][N:33]=4)[CH2:23][CH2:22]3)[CH:20]=2)=[N:14][CH:13]=1, predict the reactants needed to synthesize it.